This data is from Full USPTO retrosynthesis dataset with 1.9M reactions from patents (1976-2016). The task is: Predict the reactants needed to synthesize the given product. (1) Given the product [Br:1][C:2]1[CH:7]=[CH:6][C:5]([S:32]([CH3:17])(=[O:36])=[O:34])=[CH:4][C:3]=1[O:10][CH2:11][C:12]([F:13])([F:15])[F:14], predict the reactants needed to synthesize it. The reactants are: [Br:1][C:2]1[CH:7]=[CH:6][C:5](SC)=[CH:4][C:3]=1[O:10][CH2:11][C:12]([F:15])([F:14])[F:13].Cl[C:17]1C=C(C(OO)=O)C=CC=1.C(=O)(O)[O-].[Na+].[S:32]([O-:36])([O-])(=[O:34])=S.[Na+].[Na+]. (2) The reactants are: [CH3:1][O:2][C:3]1[CH:8]=[C:7]([N:9]2[CH2:14][CH2:13][CH:12]([N:15]3[CH2:20][CH2:19][O:18][CH2:17][CH2:16]3)[CH2:11][CH2:10]2)[CH:6]=[CH:5][C:4]=1[NH2:21].CS([C:25]1[N:30]=[CH:29][C:28]2=[CH:31][CH:32]=[C:33]([C:34]3[CH:35]=[N:36][CH:37]=[CH:38][CH:39]=3)[N:27]2[N:26]=1)=O.[F-].[Cs+].C(N(CC)C(C)C)(C)C. Given the product [CH3:1][O:2][C:3]1[CH:8]=[C:7]([N:9]2[CH2:14][CH2:13][CH:12]([N:15]3[CH2:20][CH2:19][O:18][CH2:17][CH2:16]3)[CH2:11][CH2:10]2)[CH:6]=[CH:5][C:4]=1[NH:21][C:25]1[N:30]=[CH:29][C:28]2=[CH:31][CH:32]=[C:33]([C:34]3[CH:35]=[N:36][CH:37]=[CH:38][CH:39]=3)[N:27]2[N:26]=1, predict the reactants needed to synthesize it. (3) Given the product [OH:28][CH2:29][CH2:30][NH:31][N:32]=[C:2]1[CH2:3][CH2:4][N:5]([C:8]2[CH:13]=[CH:12][C:11]([N:14]3[CH2:18][C@H:17]([CH2:19][O:20][C:21]4[CH:25]=[CH:24][O:23][N:22]=4)[O:16][C:15]3=[O:26])=[CH:10][C:9]=2[F:27])[CH2:6][CH2:7]1, predict the reactants needed to synthesize it. The reactants are: O=[C:2]1[CH2:7][CH2:6][N:5]([C:8]2[CH:13]=[CH:12][C:11]([N:14]3[CH2:18][C@H:17]([CH2:19][O:20][C:21]4[CH:25]=[CH:24][O:23][N:22]=4)[O:16][C:15]3=[O:26])=[CH:10][C:9]=2[F:27])[CH2:4][CH2:3]1.[OH:28][CH2:29][CH2:30][NH:31][NH2:32]. (4) The reactants are: OS(O)(=O)=O.N([O-])=O.[Na+].N[C:11]1[C:12]([C:21]([OH:23])=[O:22])=[CH:13][C:14]2[C:19]([CH:20]=1)=[CH:18][CH:17]=[CH:16][CH:15]=2.O.[ClH:25]. Given the product [Cl:25][C:11]1[C:12]([C:21]([OH:23])=[O:22])=[CH:13][C:14]2[C:19]([CH:20]=1)=[CH:18][CH:17]=[CH:16][CH:15]=2, predict the reactants needed to synthesize it. (5) Given the product [CH2:22]([C:5]1[C:6]([CH3:21])=[C:7]2[C:11]([C:10](=[O:20])[O:9][CH2:8]2)=[C:12]([O:13][CH2:14][CH2:15][Si:16]([CH3:18])([CH3:19])[CH3:17])[C:4]=1[CH2:1][CH:2]=[O:29])[CH3:23], predict the reactants needed to synthesize it. The reactants are: [CH2:1]([C:4]1[C:12]([O:13][CH2:14][CH2:15][Si:16]([CH3:19])([CH3:18])[CH3:17])=[C:11]2[C:7]([CH2:8][O:9][C:10]2=[O:20])=[C:6]([CH3:21])[C:5]=1[CH2:22][CH3:23])[CH:2]=C.NC(N)=S.C[OH:29]. (6) Given the product [CH2:20]([O:19][CH2:18][CH2:17][NH:1][C:2]1[CH:7]=[CH:6][CH:5]=[CH:4][CH:3]=1)[C:21]1[CH:26]=[CH:25][CH:24]=[CH:23][CH:22]=1, predict the reactants needed to synthesize it. The reactants are: [NH2:1][C:2]1[CH:7]=[CH:6][CH:5]=[CH:4][CH:3]=1.N1C(C)=CC=CC=1C.Br[CH2:17][CH2:18][O:19][CH2:20][C:21]1[CH:26]=[CH:25][CH:24]=[CH:23][CH:22]=1.